From a dataset of Full USPTO retrosynthesis dataset with 1.9M reactions from patents (1976-2016). Predict the reactants needed to synthesize the given product. (1) The reactants are: [OH:1][CH:2]1[CH2:5][N:4]([C:6]([N:8]2[CH2:13][CH:12]([C:14]3[CH:19]=[CH:18][C:17]([C:20]([F:23])([F:22])[F:21])=[CH:16][CH:15]=3)[CH2:11][CH:10]([C:24]([OH:26])=O)[CH2:9]2)=[O:7])[CH2:3]1.[F:27][C:28]1[CH:33]=[CH:32][C:31]([C:34](=[N:36]O)[NH2:35])=[CH:30][CH:29]=1. Given the product [F:27][C:28]1[CH:33]=[CH:32][C:31]([C:34]2[N:36]=[C:24]([CH:10]3[CH2:11][CH:12]([C:14]4[CH:19]=[CH:18][C:17]([C:20]([F:22])([F:23])[F:21])=[CH:16][CH:15]=4)[CH2:13][N:8]([C:6]([N:4]4[CH2:5][CH:2]([OH:1])[CH2:3]4)=[O:7])[CH2:9]3)[O:26][N:35]=2)=[CH:30][CH:29]=1, predict the reactants needed to synthesize it. (2) Given the product [F:1][C:2]([F:15])([CH3:14])[CH2:3][O:4][C:5]1[C:6]([CH3:13])=[CH:7][C:8](/[CH:11]=[N:22]/[S@@:20]([C:17]([CH3:19])([CH3:18])[CH3:16])=[O:21])=[N:9][CH:10]=1, predict the reactants needed to synthesize it. The reactants are: [F:1][C:2]([F:15])([CH3:14])[CH2:3][O:4][C:5]1[C:6]([CH3:13])=[CH:7][C:8]([CH:11]=O)=[N:9][CH:10]=1.[CH3:16][C:17]([S@:20]([NH2:22])=[O:21])([CH3:19])[CH3:18]. (3) Given the product [Cl:1][C:2]1[CH:3]=[CH:4][C:5]([C:28]([F:30])([F:31])[F:29])=[C:6]([CH:27]=1)[CH2:7][N:8]1[CH2:13][CH2:12][NH:11][C:10]2[N:14]=[CH:15][C:16]([C:18]3[CH:26]=[CH:25][C:21]([C:22]([NH:32][CH:33]4[C:41]5[C:36](=[CH:37][CH:38]=[CH:39][CH:40]=5)[CH2:35][CH2:34]4)=[O:24])=[CH:20][CH:19]=3)=[CH:17][C:9]1=2, predict the reactants needed to synthesize it. The reactants are: [Cl:1][C:2]1[CH:3]=[CH:4][C:5]([C:28]([F:31])([F:30])[F:29])=[C:6]([CH:27]=1)[CH2:7][N:8]1[CH2:13][CH2:12][NH:11][C:10]2[N:14]=[CH:15][C:16]([C:18]3[CH:26]=[CH:25][C:21]([C:22]([OH:24])=O)=[CH:20][CH:19]=3)=[CH:17][C:9]1=2.[NH2:32][CH:33]1[C:41]2[C:36](=[CH:37][CH:38]=[CH:39][CH:40]=2)[CH2:35][CH2:34]1. (4) Given the product [CH3:1][O:2][CH2:3][CH2:4][O:5][C:6]1[C:7]([CH3:19])=[C:8]([CH:13]=[CH:14][C:15]=1[S:21][CH3:20])[C:9]([O:11][CH3:12])=[O:10], predict the reactants needed to synthesize it. The reactants are: [CH3:1][O:2][CH2:3][CH2:4][O:5][C:6]1[C:7]([CH3:19])=[C:8]([CH:13]=[CH:14][C:15]=1[N+]([O-])=O)[C:9]([O:11][CH3:12])=[O:10].[CH3:20][S-:21].[Na+].C(OCC)(=O)C. (5) Given the product [CH2:1]([O:2][C:3]([C:5]1[CH:13]=[C:12]2[C:8]([C:9]([CH:14]=[C:15]3[S:19][C:18](=[O:20])[NH:17][C:16]3=[O:21])=[CH:10][NH:11]2)=[CH:7][CH:6]=1)=[O:4])[CH2:3][CH2:5][CH2:6][CH3:7], predict the reactants needed to synthesize it. The reactants are: [CH3:1][O:2][C:3]([C:5]1[CH:13]=[C:12]2[C:8]([C:9]([CH:14]=[C:15]3[S:19][C:18](=[O:20])[NH:17][C:16]3=[O:21])=[CH:10][NH:11]2)=[CH:7][CH:6]=1)=[O:4]. (6) Given the product [CH3:41][C:38]1([CH3:42])[O:37][C:36]2[CH:43]=[CH:44][C:33]([C@H:31]3[O:30][C:29](=[O:45])[N:28]([CH2:27][CH2:26][C:22]4[CH:21]=[C:20]([CH:25]=[CH:24][CH:23]=4)[CH2:19][O:1][CH2:2][CH2:3][CH2:4][CH2:5][C:6]4[CH:7]=[C:8]([S:12]([NH2:15])(=[O:13])=[O:14])[CH:9]=[CH:10][CH:11]=4)[CH2:32]3)=[CH:34][C:35]=2[CH2:40][O:39]1, predict the reactants needed to synthesize it. The reactants are: [OH:1][CH2:2][CH2:3][CH2:4][CH2:5][C:6]1[CH:7]=[C:8]([S:12]([NH2:15])(=[O:14])=[O:13])[CH:9]=[CH:10][CH:11]=1.[OH-].[Na+].Br[CH2:19][C:20]1[CH:21]=[C:22]([CH2:26][CH2:27][N:28]2[CH2:32][C@@H:31]([C:33]3[CH:44]=[CH:43][C:36]4[O:37][C:38]([CH3:42])([CH3:41])[O:39][CH2:40][C:35]=4[CH:34]=3)[O:30][C:29]2=[O:45])[CH:23]=[CH:24][CH:25]=1.S([O-])([O-])(=O)=O.C([N+](CCCC)(CCCC)CCCC)CCC.C([N+](CCCC)(CCCC)CCCC)CCC.